From a dataset of Full USPTO retrosynthesis dataset with 1.9M reactions from patents (1976-2016). Predict the reactants needed to synthesize the given product. (1) The reactants are: C([N:8]1[CH2:12][CH2:11][C@H:10]([NH:13][C:14](=[O:22])[O:15][C@@H:16]([CH3:21])[C:17]([F:20])([F:19])[F:18])[CH2:9]1)C1C=CC=CC=1. Given the product [NH:8]1[CH2:12][CH2:11][C@H:10]([NH:13][C:14](=[O:22])[O:15][C@@H:16]([CH3:21])[C:17]([F:20])([F:18])[F:19])[CH2:9]1, predict the reactants needed to synthesize it. (2) The reactants are: [CH3:1][O:2][C:3]1[CH:8]=[C:7]([O:9][C:10]([F:13])([F:12])[F:11])[CH:6]=[CH:5][C:4]=1[C:14]1[N:19]=[C:18]2[C:20]([CH3:32])=[CH:21][N:22]([C@@H:23]([CH2:30][CH3:31])[CH2:24][O:25]S(C)(=O)=O)[C:17]2=[CH:16][C:15]=1[CH3:33].[CH:34]1([NH2:39])[CH2:38][CH2:37][CH2:36][CH2:35]1.[C:40]([O-])(O)=[O:41].[Na+]. Given the product [CH3:1][O:2][C:3]1[CH:8]=[C:7]([O:9][C:10]([F:13])([F:12])[F:11])[CH:6]=[CH:5][C:4]=1[C:14]1[N:19]=[C:18]2[C:20]([CH3:32])=[CH:21][N:22]([C@@H:23]([CH2:30][CH3:31])[CH2:24][O:25][C:40](=[O:41])[NH:39][CH:34]3[CH2:38][CH2:37][CH2:36][CH2:35]3)[C:17]2=[CH:16][C:15]=1[CH3:33], predict the reactants needed to synthesize it. (3) Given the product [OH:8][CH2:9][C:10]1[N:11]=[C:12]([C:16]2([OH:22])[CH2:17][CH2:18][O:19][CH2:20][CH2:21]2)[S:13][C:14]=1[CH3:15], predict the reactants needed to synthesize it. The reactants are: [Si]([O:8][CH2:9][C:10]1[N:11]=[C:12]([C:16]2([OH:22])[CH2:21][CH2:20][O:19][CH2:18][CH2:17]2)[S:13][C:14]=1[CH3:15])(C(C)(C)C)(C)C.F.F.F.C(N(CC)CC)C. (4) The reactants are: C([O:8][C:9]1[CH:21]=[CH:20][C:19]2[C:18]3[C:13](=[CH:14][C:15]([O:22][CH3:23])=[CH:16][CH:17]=3)[NH:12][C:11]=2[C:10]=1[CH3:24])C1C=CC=CC=1.C([O-])=O.[NH4+]. Given the product [CH3:23][O:22][C:15]1[CH:14]=[C:13]2[C:18]([C:19]3[CH:20]=[CH:21][C:9]([OH:8])=[C:10]([CH3:24])[C:11]=3[NH:12]2)=[CH:17][CH:16]=1, predict the reactants needed to synthesize it. (5) Given the product [NH2:1][C:8]([C:6]1[NH:5][C:4]([C:11]([O:13][CH3:14])=[O:12])=[C:3]([Cl:2])[CH:7]=1)=[O:9], predict the reactants needed to synthesize it. The reactants are: [NH3:1].[Cl:2][C:3]1[CH:7]=[C:6]([C:8](Cl)=[O:9])[NH:5][C:4]=1[C:11]([O:13][CH3:14])=[O:12]. (6) The reactants are: [CH3:1][O:2][C:3]([N:5]1[CH2:10][CH2:9][C:8](=[O:11])[N:7]([CH3:12])[C@@H:6]1[C:13]([CH3:16])([CH3:15])[CH3:14])=[O:4].C[Si]([N-][Si](C)(C)C)(C)C.[Na+].I[CH2:28][C@H:29]([CH2:32][CH2:33][CH3:34])[CH2:30][CH3:31]. Given the product [CH3:1][O:2][C:3]([N:5]1[CH2:10][C@@H:9]([CH2:28][C@@H:29]([CH2:30][CH3:31])[CH2:32][CH2:33][CH3:34])[C:8](=[O:11])[N:7]([CH3:12])[C@@H:6]1[C:13]([CH3:16])([CH3:15])[CH3:14])=[O:4], predict the reactants needed to synthesize it. (7) Given the product [Cl:1][C:2]([Cl:12])=[C:3]([C:5]1[CH:10]=[CH:9][CH:8]=[CH:7][C:6]=1[NH:11][C:26]1[CH:25]=[CH:24][CH:23]=[CH:22][C:21]=1[CH3:20])[CH3:4], predict the reactants needed to synthesize it. The reactants are: [Cl:1][C:2]([Cl:12])=[C:3]([C:5]1[CH:10]=[CH:9][CH:8]=[CH:7][C:6]=1[NH2:11])[CH3:4].[C:20](O)(=O)[CH2:21][CH2:22][CH2:23][CH2:24][CH2:25][CH2:26][CH2:20][CH2:21][CH2:22][CH2:23][CH2:24][CH2:25][CH3:26].N1C(C)=CC=CC=1C.